This data is from Catalyst prediction with 721,799 reactions and 888 catalyst types from USPTO. The task is: Predict which catalyst facilitates the given reaction. Reactant: [Cl:1][C:2]1[CH:3]=[C:4]([O:8][CH2:9][CH:10]2[CH2:14][CH2:13][CH2:12][N:11]2[OH:15])[CH:5]=[N:6][CH:7]=1.[CH3:16][C:17]([CH3:22])([CH3:21])[C:18](Cl)=[O:19].C([O-])([O-])=O.[K+].[K+]. Product: [Cl:1][C:2]1[CH:3]=[C:4]([O:8][CH2:9][CH:10]2[CH2:14][CH2:13][CH2:12][N:11]2[O:15][C:18](=[O:19])[C:17]([CH3:22])([CH3:21])[CH3:16])[CH:5]=[N:6][CH:7]=1. The catalyst class is: 4.